Dataset: Full USPTO retrosynthesis dataset with 1.9M reactions from patents (1976-2016). Task: Predict the reactants needed to synthesize the given product. (1) Given the product [F:1][C:2]1[CH:21]=[CH:20][C:5]([CH2:6][C:7]2[C:8]([CH3:19])=[N:9][C:10]3[N:11]([N:13]=[CH:14][C:15]=3[C:16]([NH:27][CH2:28][CH2:29][O:30][CH2:31][CH2:32][OH:33])=[O:17])[CH:12]=2)=[CH:4][C:3]=1[O:22][C:23]([F:24])([F:26])[F:25], predict the reactants needed to synthesize it. The reactants are: [F:1][C:2]1[CH:21]=[CH:20][C:5]([CH2:6][C:7]2[C:8]([CH3:19])=[N:9][C:10]3[N:11]([N:13]=[CH:14][C:15]=3[C:16](O)=[O:17])[CH:12]=2)=[CH:4][C:3]=1[O:22][C:23]([F:26])([F:25])[F:24].[NH2:27][CH2:28][CH2:29][O:30][CH2:31][CH2:32][OH:33].CN(C(ON1N=NC2C=CC=CC1=2)=[N+](C)C)C.[B-](F)(F)(F)F.C(N(CC)CC)C. (2) Given the product [Br:14][C:9]1[CH:8]=[C:4]2[C:3](=[C:11]([O:12][CH3:13])[CH:10]=1)[N:2]=[CH:16][NH:18][C:5]2=[O:6], predict the reactants needed to synthesize it. The reactants are: Br.[NH2:2][C:3]1[C:11]([O:12][CH3:13])=[CH:10][C:9]([Br:14])=[CH:8][C:4]=1[C:5](O)=[O:6].O.[CH:16]([NH2:18])=O. (3) Given the product [Cl:42][C:43]1[CH:48]=[CH:47][C:46]([C:49]2[O:53][CH:52]=[N:51][C:50]=2[CH:54]([NH:64][C:25](=[O:40])[CH2:26][N:27]2[C:35]3[CH2:34][CH2:33][CH2:32][CH2:31][C:30]=3[C:29]([C:36]([F:38])([F:37])[F:39])=[N:28]2)[CH2:55][C:56]2[CH:61]=[C:60]([F:62])[CH:59]=[C:58]([F:63])[CH:57]=2)=[CH:45][CH:44]=1, predict the reactants needed to synthesize it. The reactants are: FC1C=C(C[C@H](N[C:25](=[O:40])[CH2:26][N:27]2[C:35]3[CH2:34][CH2:33][CH2:32][CH2:31][C:30]=3[C:29]([C:36]([F:39])([F:38])[F:37])=[N:28]2)C2N(C3C=CC(OC)=CC=3)C=CN=2)C=C(F)C=1.Cl.[Cl:42][C:43]1[CH:48]=[CH:47][C:46]([C:49]2[O:53][CH:52]=[N:51][C:50]=2[CH:54]([NH2:64])[CH2:55][C:56]2[CH:61]=[C:60]([F:62])[CH:59]=[C:58]([F:63])[CH:57]=2)=[CH:45][CH:44]=1.FC(F)(F)C1C2CCCCC=2N(CC(O)=O)N=1. (4) Given the product [C:1]([O:5][C:6]([CH:8]1[NH:13][CH2:12][C:11]2[O:14][C:15]([C:17]([O:23][CH3:22])=[O:18])=[N:16][C:10]=2[CH2:9]1)=[O:7])([CH3:4])([CH3:2])[CH3:3], predict the reactants needed to synthesize it. The reactants are: [C:1]([O:5][C:6]([CH:8]1[NH:13][CH2:12][C:11]2[O:14][C:15]([CH:17]=[O:18])=[N:16][C:10]=2[CH2:9]1)=[O:7])([CH3:4])([CH3:3])[CH3:2].[C-]#N.[Na+].[CH3:22][OH:23]. (5) Given the product [Cl:1][C:5]1[CH:6]=[CH:7][C:18]([C:17]([N:3]2[CH:4]([C:12]([OH:14])=[O:13])[CH2:5][C:6]3[C:11](=[CH:10][CH:9]=[CH:8][CH:7]=3)[CH2:2]2)=[O:19])=[CH:12][CH:4]=1, predict the reactants needed to synthesize it. The reactants are: [ClH:1].[CH2:2]1[C:11]2[C:6](=[CH:7][CH:8]=[CH:9][CH:10]=2)[CH2:5][CH:4]([C:12]([OH:14])=[O:13])[NH:3]1.[OH-].[Na+].[C:17](Cl)(=[O:19])[CH3:18]. (6) Given the product [Cl:31][C:32]1[CH:33]=[C:34]([C:2]2[CH:3]=[C:4]([O:29][CH3:30])[C:5]([C:9]3[C:18]4[C:13](=[CH:14][C:15]([S:19]([NH:22][C:23]5[N:28]=[CH:27][CH:26]=[CH:25][N:24]=5)(=[O:20])=[O:21])=[CH:16][CH:17]=4)[N:12]=[CH:11][N:10]=3)=[CH:6][C:7]=2[CH3:8])[CH:35]=[CH:36][C:37]=1[F:38], predict the reactants needed to synthesize it. The reactants are: Br[C:2]1[C:7]([CH3:8])=[CH:6][C:5]([C:9]2[C:18]3[C:13](=[CH:14][C:15]([S:19]([NH:22][C:23]4[N:28]=[CH:27][CH:26]=[CH:25][N:24]=4)(=[O:21])=[O:20])=[CH:16][CH:17]=3)[N:12]=[CH:11][N:10]=2)=[C:4]([O:29][CH3:30])[CH:3]=1.[Cl:31][C:32]1[CH:33]=[C:34](B(O)O)[CH:35]=[CH:36][C:37]=1[F:38].C(=O)([O-])[O-].[K+].[K+].O1CCOCC1. (7) Given the product [NH:7]([C:8]1[S:9][CH:12]([CH:18]([CH3:20])[CH3:19])[C:13](=[O:14])[N:10]=1)[C:1]1[CH:6]=[CH:5][CH:4]=[CH:3][CH:2]=1, predict the reactants needed to synthesize it. The reactants are: [C:1]1([NH:7][C:8]([NH2:10])=[S:9])[CH:6]=[CH:5][CH:4]=[CH:3][CH:2]=1.Br[CH:12]([CH:18]([CH3:20])[CH3:19])[C:13](OCC)=[O:14].